This data is from Peptide-MHC class I binding affinity with 185,985 pairs from IEDB/IMGT. The task is: Regression. Given a peptide amino acid sequence and an MHC pseudo amino acid sequence, predict their binding affinity value. This is MHC class I binding data. The binding affinity (normalized) is 0.0400. The MHC is HLA-A30:02 with pseudo-sequence HLA-A30:02. The peptide sequence is ALVEICTEM.